Binary Classification. Given a T-cell receptor sequence (or CDR3 region) and an epitope sequence, predict whether binding occurs between them. From a dataset of TCR-epitope binding with 47,182 pairs between 192 epitopes and 23,139 TCRs. (1) The epitope is GLCTLVAML. The TCR CDR3 sequence is CASRPQLDQGASDTQYF. Result: 0 (the TCR does not bind to the epitope). (2) The epitope is TLDSKTQSL. The TCR CDR3 sequence is CASSPARGMDGYTF. Result: 0 (the TCR does not bind to the epitope). (3) The epitope is FPPTSFGPL. The TCR CDR3 sequence is CASSPPTGGVSTDTQYF. Result: 1 (the TCR binds to the epitope). (4) The epitope is GTSGSPIVNR. The TCR CDR3 sequence is CASSLAPTDTQYF. Result: 0 (the TCR does not bind to the epitope).